This data is from Drug-target binding data from BindingDB using IC50 measurements. The task is: Regression. Given a target protein amino acid sequence and a drug SMILES string, predict the binding affinity score between them. We predict pIC50 (pIC50 = -log10(IC50 in M); higher means more potent). Dataset: bindingdb_ic50. The drug is Cc1ccc2ncnc(NCc3ccc4c(c3)OCO4)c2c1. The target protein sequence is MGLYLLRAGVRLPLAVALLAACCGGEALVQIGLGVGEDHLLSLPAATWLVLRLRLGVLMIALTSAVRTVSLISLERFKVAWRPYLAYLAGVLGILLARYVEQILPQSAGAAPREHFGSQLLAGTKEDIPEFKRRRRSSSVVSAEMSGCSSKSHRRTSLPCIPREQLMGHSEWDHKRGPRGSQSSGTSITVDIAVMGEAHGLITDLLADPSLPPNVCTSLRAVSNLLSTQLTFQAIHKPRVNPAVSFSENYTCSDSEESAEKDKLAIPKRLRRSLPPGLLRRVSSTWTTTTSATGLPTLEPSPVRRDRSASIKLHEAPSSSAINPDSWKNPVMMTLTKSRSFTSSYAVSASNHVKAKKQSRPGSLVKISPLSSPCSSALQGTPASSPVSKISTVQFPEPADATAKQGLSSHKALTYTQSAPDLSPHILTPPVICSSCGRPYSQGNPADGPLERSGPAIQAQSRTDDTAQVTSDYETNNNSDSSDIVQNEDETECSREPLRK.... The pIC50 is 4.0.